Dataset: Peptide-MHC class I binding affinity with 185,985 pairs from IEDB/IMGT. Task: Regression. Given a peptide amino acid sequence and an MHC pseudo amino acid sequence, predict their binding affinity value. This is MHC class I binding data. (1) The peptide sequence is LDVVKRQQELL. The MHC is Mamu-B01 with pseudo-sequence Mamu-B01. The binding affinity (normalized) is 0.0146. (2) The peptide sequence is WGKEAVNHF. The MHC is HLA-A26:01 with pseudo-sequence HLA-A26:01. The binding affinity (normalized) is 0.0847. (3) The peptide sequence is ARVAASLAK. The MHC is HLA-B39:01 with pseudo-sequence HLA-B39:01. The binding affinity (normalized) is 0.0847. (4) The peptide sequence is TLASIGTAF. The MHC is HLA-B15:17 with pseudo-sequence HLA-B15:17. The binding affinity (normalized) is 0.0847. (5) The peptide sequence is RVDKLTQGR. The MHC is HLA-A26:01 with pseudo-sequence HLA-A26:01. The binding affinity (normalized) is 0.0847. (6) The peptide sequence is RILQRALFMHF. The MHC is Mamu-B17 with pseudo-sequence Mamu-B17. The binding affinity (normalized) is 0.0578. (7) The peptide sequence is YHEDIHTYL. The MHC is HLA-B27:05 with pseudo-sequence HLA-B27:05. The binding affinity (normalized) is 0.0847. (8) The binding affinity (normalized) is 0. The MHC is Mamu-B03 with pseudo-sequence Mamu-B03. The peptide sequence is SRPTAPSSGR. (9) The peptide sequence is YLDWHAGHAW. The MHC is HLA-B08:01 with pseudo-sequence HLA-B08:01. The binding affinity (normalized) is 0. (10) The peptide sequence is VLIRRCHYL. The MHC is HLA-A69:01 with pseudo-sequence HLA-A69:01. The binding affinity (normalized) is 0.0847.